This data is from Forward reaction prediction with 1.9M reactions from USPTO patents (1976-2016). The task is: Predict the product of the given reaction. (1) Given the reactants [CH3:1][O:2][C:3](=[O:17])[NH:4][C:5]1[O:6][C:7]2[C:13](I)=[CH:12][CH:11]=[C:10]([O:15][CH3:16])[C:8]=2[N:9]=1.[Cl-].[Li+].[F:20][C:21]1[CH:26]=[CH:25][C:24](B(O)O)=[CH:23][CH:22]=1.C(=O)(O)[O-].[Na+], predict the reaction product. The product is: [CH3:1][O:2][C:3](=[O:17])[NH:4][C:5]1[O:6][C:7]2[C:13]([C:24]3[CH:25]=[CH:26][C:21]([F:20])=[CH:22][CH:23]=3)=[CH:12][CH:11]=[C:10]([O:15][CH3:16])[C:8]=2[N:9]=1. (2) Given the reactants [CH2:1]([C:3]1[S:4][C:5]([C:8]2[N:13]3[N:14]=[C:15]([NH2:17])[N:16]=[C:12]3[CH:11]=[C:10]([C:18]3[CH:19]=[N:20][CH:21]=[CH:22][CH:23]=3)[CH:9]=2)=[CH:6][N:7]=1)[CH3:2].[CH2:24]([N:26]=[C:27]=[O:28])[CH3:25], predict the reaction product. The product is: [CH2:24]([NH:26][C:27]([NH:17][C:15]1[N:16]=[C:12]2[CH:11]=[C:10]([C:18]3[CH:19]=[N:20][CH:21]=[CH:22][CH:23]=3)[CH:9]=[C:8]([C:5]3[S:4][C:3]([CH2:1][CH3:2])=[N:7][CH:6]=3)[N:13]2[N:14]=1)=[O:28])[CH3:25]. (3) The product is: [Br:1][CH2:16][CH2:15][NH:14][C:12]1[C:11]2[C:6](=[CH:7][CH:8]=[CH:9][CH:10]=2)[N:5]=[C:4]([C:3]([F:19])([F:18])[F:2])[CH:13]=1. Given the reactants [BrH:1].[F:2][C:3]([F:19])([F:18])[C:4]1[CH:13]=[C:12]([NH:14][CH2:15][CH2:16]O)[C:11]2[C:6](=[CH:7][CH:8]=[CH:9][CH:10]=2)[N:5]=1.S(=O)(=O)(O)O, predict the reaction product. (4) The product is: [CH3:1][C:2]1[N:6]([C:7]2[C:12]([CH3:13])=[CH:11][CH:10]=[CH:9][N+:8]=2[O-:23])[N:5]=[CH:4][C:3]=1[C:14]([O:16][CH3:17])=[O:15]. Given the reactants [CH3:1][C:2]1[N:6]([C:7]2[C:12]([CH3:13])=[CH:11][CH:10]=[CH:9][N:8]=2)[N:5]=[CH:4][C:3]=1[C:14]([O:16][CH3:17])=[O:15].OO.O.S([O-])([O-])(=[O:23])=S.[Na+].[Na+], predict the reaction product.